From a dataset of Forward reaction prediction with 1.9M reactions from USPTO patents (1976-2016). Predict the product of the given reaction. (1) Given the reactants [CH2:1]([N:3]1[CH:8]2[CH2:9][CH2:10][CH:4]1[CH2:5][CH:6]([C:11]1[N:16]3[N:17]=[C:18]([C:29]4[CH:34]=[CH:33][N:32]=[CH:31][CH:30]=4)[C:19]([C:20]4[CH:26]=[CH:25][C:23]([NH2:24])=[C:22]([O:27]C)[CH:21]=4)=[C:15]3[N:14]=[CH:13][CH:12]=1)[CH2:7]2)[CH3:2].B(Br)(Br)Br, predict the reaction product. The product is: [NH2:24][C:23]1[CH:25]=[CH:26][C:20]([C:19]2[C:18]([C:29]3[CH:34]=[CH:33][N:32]=[CH:31][CH:30]=3)=[N:17][N:16]3[C:11]([CH:6]4[CH2:7][CH:8]5[N:3]([CH2:1][CH3:2])[CH:4]([CH2:10][CH2:9]5)[CH2:5]4)=[CH:12][CH:13]=[N:14][C:15]=23)=[CH:21][C:22]=1[OH:27]. (2) Given the reactants [C:1]([C:5]1[N:6]=[C:7]([N:16]2[CH2:20][CH2:19][C:18]([F:22])([F:21])[CH2:17]2)[C:8]2[N:13]=[N:12][N:11]([CH2:14][CH3:15])[C:9]=2[N:10]=1)([CH3:4])([CH3:3])[CH3:2].C(C1N=C(N2CCC(F)(F)C2)C2N=NNC=2N=1)(C)(C)C.BrCC[C:46]1[CH:51]=[CH:50][CH:49]=[C:48]([Cl:52])[CH:47]=1, predict the reaction product. The product is: [C:1]([C:5]1[N:6]=[C:7]([N:16]2[CH2:20][CH2:19][C:18]([F:21])([F:22])[CH2:17]2)[C:8]2[N:13]=[N:12][N:11]([CH2:14][CH2:15][C:46]3[CH:51]=[CH:50][CH:49]=[C:48]([Cl:52])[CH:47]=3)[C:9]=2[N:10]=1)([CH3:2])([CH3:3])[CH3:4].